Dataset: Catalyst prediction with 721,799 reactions and 888 catalyst types from USPTO. Task: Predict which catalyst facilitates the given reaction. (1) Reactant: FC(F)(F)[C:3]1[N:16]=[C:15]2[C:17]3=[C:18]4[C:8]([N:9]=[C:10](C(F)(F)F)[N:11]=[C:12]4[CH:13]=[C:14]2Br)=[C:7](Br)[CH:6]=[C:5]3[N:4]=1.[F:27][C:28]([F:39])([F:38])[C:29]1[CH:34]=[CH:33][C:32](B(O)O)=[CH:31][CH:30]=1.C(=O)([O-])[O-].[Cs+].[Cs+]. Product: [F:27][C:28]([F:39])([F:38])[C:29]1[CH:34]=[CH:33][C:32]([C:7]2[C:8]3[C:18]4[C:12](=[CH:13][C:14]([C:32]5[CH:33]=[CH:34][C:29]([C:28]([F:39])([F:38])[F:27])=[CH:30][CH:31]=5)=[C:15]5[C:17]=4[C:5]([CH:6]=2)=[N:4][CH:3]=[N:16]5)[N:11]=[CH:10][N:9]=3)=[CH:31][CH:30]=1. The catalyst class is: 140. (2) Reactant: O[CH2:2][C:3]1[CH:20]=[C:19]([C:21]([F:24])([F:23])[F:22])[CH:18]=[CH:17][C:4]=1[O:5][C:6]1[CH:7]=[C:8]([CH:12]([CH3:16])[C:13]([OH:15])=[O:14])[CH:9]=[CH:10][CH:11]=1.P(Br)(Br)[Br:26]. Product: [Br:26][CH2:2][C:3]1[CH:20]=[C:19]([C:21]([F:24])([F:23])[F:22])[CH:18]=[CH:17][C:4]=1[O:5][C:6]1[CH:7]=[C:8]([CH:12]([CH3:16])[C:13]([OH:15])=[O:14])[CH:9]=[CH:10][CH:11]=1. The catalyst class is: 57. (3) Reactant: [N+:1]([C:4]1[CH:13]=[CH:12][C:7]2[B:8]([OH:11])[O:9][CH2:10][C:6]=2[CH:5]=1)([O-])=O.Cl. Product: [NH2:1][C:4]1[CH:13]=[CH:12][C:7]2[B:8]([OH:11])[O:9][CH2:10][C:6]=2[CH:5]=1. The catalyst class is: 284. (4) Reactant: C([O:8][CH2:9][C:10]1[N:11]([CH2:23][CH3:24])[CH:12]=[C:13]([C:15]2[CH:20]=[CH:19][C:18]([F:21])=[C:17]([CH3:22])[CH:16]=2)[N:14]=1)C1C=CC=CC=1.[OH-].[Na+]. Product: [CH2:23]([N:11]1[CH:12]=[C:13]([C:15]2[CH:20]=[CH:19][C:18]([F:21])=[C:17]([CH3:22])[CH:16]=2)[N:14]=[C:10]1[CH2:9][OH:8])[CH3:24]. The catalyst class is: 33.